Predict the reaction yield, written as a fraction of the theoretical maximum amount of product (1.0 means a 100% yield; for example, 0.34 means a 34% yield). From a dataset of Reaction yield outcomes from USPTO patents with 853,638 reactions. (1) The reactants are [NH2:1][CH2:2][CH:3]([NH:5][C:6](=[O:28])[CH2:7][CH2:8]/[CH:9]=[CH:10]\[CH2:11]/[CH:12]=[CH:13]\[CH2:14]/[CH:15]=[CH:16]\[CH2:17]/[CH:18]=[CH:19]\[CH2:20]/[CH:21]=[CH:22]\[CH2:23]/[CH:24]=[CH:25]\[CH2:26][CH3:27])[CH3:4].[OH:29][C:30]1[CH:38]=[CH:37][CH:36]=[CH:35][C:31]=1[C:32](O)=[O:33].N1C=CN=C1.C1CCC(N=C=NC2CCCCC2)CC1. The catalyst is CC(=O)OCC. The product is [C:6]([NH:5][CH:3]([CH3:4])[CH2:2][NH:1][C:32](=[O:33])[C:31]1[CH:35]=[CH:36][CH:37]=[CH:38][C:30]=1[OH:29])(=[O:28])[CH2:7][CH2:8]/[CH:9]=[CH:10]\[CH2:11]/[CH:12]=[CH:13]\[CH2:14]/[CH:15]=[CH:16]\[CH2:17]/[CH:18]=[CH:19]\[CH2:20]/[CH:21]=[CH:22]\[CH2:23]/[CH:24]=[CH:25]\[CH2:26][CH3:27]. The yield is 0.505. (2) The reactants are [F:1][C:2]([F:15])([F:14])[C:3]1[C:12]2[C:7](=[C:8]([NH2:13])[CH:9]=[CH:10][CH:11]=2)[N:6]=[CH:5][CH:4]=1.[Cl:16][C:17]1[CH:22]=[CH:21][C:20]([S:23](Cl)(=[O:25])=[O:24])=[C:19]([N+:27]([O-:29])=[O:28])[CH:18]=1.N1C=CC=CC=1. The catalyst is CN(C1C=CN=CC=1)C.C(Cl)Cl. The product is [Cl:16][C:17]1[CH:22]=[CH:21][C:20]([S:23]([NH:13][C:8]2[CH:9]=[CH:10][CH:11]=[C:12]3[C:7]=2[N:6]=[CH:5][CH:4]=[C:3]3[C:2]([F:1])([F:14])[F:15])(=[O:25])=[O:24])=[C:19]([N+:27]([O-:29])=[O:28])[CH:18]=1. The yield is 0.600.